From a dataset of Forward reaction prediction with 1.9M reactions from USPTO patents (1976-2016). Predict the product of the given reaction. (1) The product is: [C:1]1([CH:7]([C:29]2[CH:34]=[CH:33][CH:32]=[CH:31][CH:30]=2)[N:8]2[C:16]3[C:11](=[CH:12][CH:13]=[CH:14][CH:15]=3)[CH:10]([C:17]3[C:25]([OH:26])=[CH:24][C:20]4[CH:21]=[CH:22][S:23][C:19]=4[CH:18]=3)[C:9]2=[O:28])[CH:2]=[CH:3][CH:4]=[CH:5][CH:6]=1. Given the reactants [C:1]1([CH:7]([C:29]2[CH:34]=[CH:33][CH:32]=[CH:31][CH:30]=2)[N:8]2[C:16]3[C:11](=[CH:12][CH:13]=[CH:14][CH:15]=3)[C:10](O)([C:17]3[C:25]([OH:26])=[CH:24][C:20]4[CH:21]=[CH:22][S:23][C:19]=4[CH:18]=3)[C:9]2=[O:28])[CH:6]=[CH:5][CH:4]=[CH:3][CH:2]=1.C1(C(C2C=CC=CC=2)N2C3C(=C(F)C=CC=3)C(O)(C3C(O)=CC4OCCOC=4C=3)C2=O)C=CC=CC=1, predict the reaction product. (2) Given the reactants [F:1][C:2]1[C:3]([I:11])=[C:4]2[NH:10][N:9]=[CH:8][C:5]2=[N:6][CH:7]=1.[H-].[Na+].Br[CH2:15][CH2:16][O:17][CH3:18], predict the reaction product. The product is: [F:1][C:2]1[CH:7]=[N:6][C:5]2=[CH:8][N:9]([CH2:15][CH2:16][O:17][CH3:18])[N:10]=[C:4]2[C:3]=1[I:11]. (3) Given the reactants [NH2:1][C:2]1[CH:3]=[C:4]([CH:9]=[C:10]([C:12]([C:15]#[N:16])([CH3:14])[CH3:13])[CH:11]=1)[C:5]([O:7][CH3:8])=[O:6].C(N(CC)CC)C.[C:24](Cl)(=[O:26])[CH3:25], predict the reaction product. The product is: [C:24]([NH:1][C:2]1[CH:3]=[C:4]([CH:9]=[C:10]([C:12]([C:15]#[N:16])([CH3:13])[CH3:14])[CH:11]=1)[C:5]([O:7][CH3:8])=[O:6])(=[O:26])[CH3:25]. (4) Given the reactants C([N:3](CC)CC)C.[NH2:8][CH2:9][CH2:10][C:11]1[CH:42]=[CH:41][C:14]([O:15][CH2:16][CH2:17][C:18]2[CH:23]=[CH:22][C:21]([OH:24])=[C:20]([C@@H:25]([C:35]3[CH:40]=[CH:39][CH:38]=[CH:37][CH:36]=3)[CH2:26][CH2:27][N:28]([CH:32]([CH3:34])[CH3:33])[CH:29]([CH3:31])[CH3:30])[CH:19]=2)=[CH:13][CH:12]=1.[Cl:43][C:44]1[CH:45]=[C:46]([CH2:51][C:52](O)=[O:53])[CH:47]=[CH:48][C:49]=1[OH:50].C1C=C2N=NN(O)C2=CC=1.O.Cl.CN(C)CCCN=C=NCC, predict the reaction product. The product is: [NH3:3].[Cl:43][C:44]1[CH:45]=[C:46]([CH2:51][C:52]([NH:8][CH2:9][CH2:10][C:11]2[CH:12]=[CH:13][C:14]([O:15][CH2:16][CH2:17][C:18]3[CH:23]=[CH:22][C:21]([OH:24])=[C:20]([C@@H:25]([C:35]4[CH:36]=[CH:37][CH:38]=[CH:39][CH:40]=4)[CH2:26][CH2:27][N:28]([CH:32]([CH3:33])[CH3:34])[CH:29]([CH3:31])[CH3:30])[CH:19]=3)=[CH:41][CH:42]=2)=[O:53])[CH:47]=[CH:48][C:49]=1[OH:50]. (5) Given the reactants COC(=O)COC1C=C2C(=CC=1)N([CH2:15][CH2:16][C:17]1[S:21][C:20]([C:22]3[CH:27]=[CH:26][C:25]([C:28]([F:31])([F:30])[F:29])=[CH:24][CH:23]=3)=[N:19][C:18]=1[CH3:32])CC2.[CH2:34]([O:36][C:37](=[O:51])[C:38]([O:41][C:42]1[CH:43]=[C:44]2[C:48](=[CH:49][CH:50]=1)[NH:47][CH2:46][CH2:45]2)([CH3:40])[CH3:39])[CH3:35], predict the reaction product. The product is: [CH2:34]([O:36][C:37](=[O:51])[C:38]([CH3:40])([O:41][C:42]1[CH:43]=[C:44]2[C:48](=[CH:49][CH:50]=1)[N:47]([CH2:15][CH2:16][C:17]1[S:21][C:20]([C:22]3[CH:23]=[CH:24][C:25]([C:28]([F:31])([F:29])[F:30])=[CH:26][CH:27]=3)=[N:19][C:18]=1[CH3:32])[CH2:46][CH2:45]2)[CH3:39])[CH3:35]. (6) Given the reactants [NH2:1][C:2]1[CH:17]=[CH:16][C:5]([O:6][C:7]2[CH:12]=[CH:11][N:10]=[C:9]([C:13]([NH2:15])=[O:14])[CH:8]=2)=[CH:4][C:3]=1[Cl:18].[CH3:19][N:20]1[C:24]([CH3:25])=[C:23]([C:26](O)=[O:27])[C:22](=[O:29])[N:21]1[C:30]1[CH:35]=[CH:34][CH:33]=[CH:32][CH:31]=1.CCN=C=NCCCN(C)C.C1C=NC2N(O)N=NC=2C=1, predict the reaction product. The product is: [Cl:18][C:3]1[CH:4]=[C:5]([CH:16]=[CH:17][C:2]=1[NH:1][C:26]([C:23]1[C:22](=[O:29])[N:21]([C:30]2[CH:31]=[CH:32][CH:33]=[CH:34][CH:35]=2)[N:20]([CH3:19])[C:24]=1[CH3:25])=[O:27])[O:6][C:7]1[CH:12]=[CH:11][N:10]=[C:9]([C:13]([NH2:15])=[O:14])[CH:8]=1.